The task is: Predict the reactants needed to synthesize the given product.. This data is from Full USPTO retrosynthesis dataset with 1.9M reactions from patents (1976-2016). Given the product [CH:12]([C:13]1[C:14](=[O:15])[O:10][CH2:9][C@@H:7]([C:1]2[CH:6]=[CH:5][CH:4]=[CH:3][CH:2]=2)[N:8]=1)([CH3:20])[CH3:11], predict the reactants needed to synthesize it. The reactants are: [C:1]1([C@H:7]([CH2:9][OH:10])[NH2:8])[CH:6]=[CH:5][CH:4]=[CH:3][CH:2]=1.[CH3:11][CH:12]([CH3:20])[C:13](=O)[C:14](OCC)=[O:15].